This data is from Catalyst prediction with 721,799 reactions and 888 catalyst types from USPTO. The task is: Predict which catalyst facilitates the given reaction. (1) Reactant: [NH:1]1[C:5]([CH2:6][N:7]([CH2:20][C:21]([F:24])([F:23])[F:22])[C:8]2[CH:15]=[CH:14][C:11]([C:12]#[N:13])=[C:10]([C:16]([F:19])([F:18])[F:17])[CH:9]=2)=[N:4][N:3]=[N:2]1.[CH3:25][Si](C=[N+]=[N-])(C)C. Product: [CH3:25][N:3]1[N:2]=[N:1][C:5]([CH2:6][N:7]([CH2:20][C:21]([F:22])([F:23])[F:24])[C:8]2[CH:15]=[CH:14][C:11]([C:12]#[N:13])=[C:10]([C:16]([F:18])([F:19])[F:17])[CH:9]=2)=[N:4]1. The catalyst class is: 5. (2) Product: [Cl:1][C:2]1[CH:7]=[CH:6][C:5]([B:8]2[O:9][C:16]([CH3:18])([CH3:17])[C:13]([CH3:15])([CH3:14])[O:10]2)=[C:4]([OH:11])[CH:3]=1. The catalyst class is: 4. Reactant: [Cl:1][C:2]1[CH:7]=[CH:6][C:5]([B:8]([OH:10])[OH:9])=[C:4]([OH:11])[CH:3]=1.O[C:13]([C:16](O)([CH3:18])[CH3:17])([CH3:15])[CH3:14]. (3) Reactant: [Br:1][C:2]1[CH:3]=[C:4]2[C:9](=[CH:10][C:11]=1[F:12])[N:8]=[C:7](Cl)[C:6]([CH:14]=[O:15])=[CH:5]2.[CH3:16][O:17][C:18]1[CH:25]=[CH:24][C:21]([CH2:22][NH2:23])=[CH:20][CH:19]=1.Cl. Product: [Br:1][C:2]1[CH:3]=[C:4]2[C:9](=[CH:10][C:11]=1[F:12])[N:8]=[C:7]([NH:23][CH2:22][C:21]1[CH:24]=[CH:25][C:18]([O:17][CH3:16])=[CH:19][CH:20]=1)[C:6]([CH:14]=[O:15])=[CH:5]2. The catalyst class is: 14. (4) Reactant: Cl[C:2]1[C:11]2[C:6](=[C:7]([O:15][CH3:16])[CH:8]=[C:9]([N+:12]([O-:14])=[O:13])[CH:10]=2)[N:5]=[CH:4][C:3]=1[C:17]#[N:18].[Cl:19][C:20]1[CH:21]=[C:22]([NH2:27])[CH:23]=[CH:24][C:25]=1[F:26]. Product: [Cl:19][C:20]1[CH:21]=[C:22]([NH:27][C:2]2[C:11]3[C:6](=[C:7]([O:15][CH3:16])[CH:8]=[C:9]([N+:12]([O-:14])=[O:13])[CH:10]=3)[N:5]=[CH:4][C:3]=2[C:17]#[N:18])[CH:23]=[CH:24][C:25]=1[F:26]. The catalyst class is: 14. (5) Reactant: [C:1]1([C:7]2[N:11]([S:12]([C:15]3[CH:20]=[CH:19][CH:18]=[C:17]([C:21]([CH3:24])([OH:23])[CH3:22])[CH:16]=3)(=[O:14])=[O:13])[CH:10]=[C:9]([CH2:25][NH:26][C:27](=O)OC(C)(C)C)[CH:8]=2)[CH:6]=[CH:5][CH:4]=[CH:3][CH:2]=1.C(OCC)(=O)C.Cl. Product: [CH3:27][NH:26][CH2:25][C:9]1[CH:8]=[C:7]([C:1]2[CH:6]=[CH:5][CH:4]=[CH:3][CH:2]=2)[N:11]([S:12]([C:15]2[CH:16]=[C:17]([C:21]([OH:23])([CH3:24])[CH3:22])[CH:18]=[CH:19][CH:20]=2)(=[O:14])=[O:13])[CH:10]=1. The catalyst class is: 8. (6) Reactant: Cl[CH2:2][C:3]([N:5]1[CH2:10][CH2:9][CH2:8][CH2:7][CH2:6]1)=[O:4].Br[C:12]1([CH2:23][C:24]2[CH:29]=[CH:28][C:27]([Cl:30])=[CH:26][CH:25]=2)[C:20]2[C:15](=[CH:16][C:17]([Cl:21])=[CH:18][CH:19]=2)[NH:14][C:13]1=[O:22]. The catalyst class is: 6. Product: [Cl:21][C:17]1[CH:16]=[C:15]2[C:20]([C:12]([CH2:23][C:24]3[CH:29]=[CH:28][C:27]([Cl:30])=[CH:26][CH:25]=3)([NH:14][CH:15]3[CH2:20][CH2:19][CH2:18][CH2:17][CH2:16]3)[C:13](=[O:22])[N:14]2[CH2:2][C:3](=[O:4])[N:5]2[CH2:10][CH2:9][CH2:8][CH2:7][CH2:6]2)=[CH:19][CH:18]=1. (7) Reactant: Br[CH2:2][C:3]1[CH:8]=[CH:7][C:6]([CH2:9][CH2:10][N:11]2[CH:16]=[CH:15][C:14]([O:17][CH2:18][C:19]3[CH:24]=[CH:23][CH:22]=[CH:21][C:20]=3[F:25])=[CH:13][C:12]2=[O:26])=[CH:5][CH:4]=1.[NH:27]1[CH2:31][CH2:30][CH2:29][CH2:28]1. Product: [F:25][C:20]1[CH:21]=[CH:22][CH:23]=[CH:24][C:19]=1[CH2:18][O:17][C:14]1[CH:15]=[CH:16][N:11]([CH2:10][CH2:9][C:6]2[CH:7]=[CH:8][C:3]([CH2:2][N:27]3[CH2:31][CH2:30][CH2:29][CH2:28]3)=[CH:4][CH:5]=2)[C:12](=[O:26])[CH:13]=1. The catalyst class is: 3. (8) Reactant: [N:1]1[C:10]2[C:5](=[CH:6][CH:7]=[C:8]([C:11]([O:13][CH3:14])=[O:12])[CH:9]=2)[CH:4]=[CH:3][CH:2]=1.ClC1C=C(C=CC=1)C(OO)=[O:20]. Product: [CH3:14][O:13][C:11]([C:8]1[CH:9]=[C:10]2[C:5]([CH:4]=[CH:3][CH:2]=[N+:1]2[O-:20])=[CH:6][CH:7]=1)=[O:12]. The catalyst class is: 326. (9) Reactant: [H-].[Na+].[N:3]1([CH2:9][CH2:10][OH:11])[CH2:8][CH2:7][O:6][CH2:5][CH2:4]1.[Br:12][C:13]1[CH:14]=[N:15][CH:16]=[C:17]([CH2:19]Cl)[CH:18]=1. Product: [Br:12][C:13]1[CH:18]=[C:17]([CH2:19][O:11][CH2:10][CH2:9][N:3]2[CH2:8][CH2:7][O:6][CH2:5][CH2:4]2)[CH:16]=[N:15][CH:14]=1. The catalyst class is: 3.